From a dataset of Full USPTO retrosynthesis dataset with 1.9M reactions from patents (1976-2016). Predict the reactants needed to synthesize the given product. (1) The reactants are: C([O-])([O-])=O.[K+].[K+].[CH2:7](Br)[CH:8]=[CH2:9].[CH2:11]([C:14]1[C:15]([Cl:24])=[C:16]([CH:19]=[C:20]([Br:23])[C:21]=1[SH:22])[C:17]#[N:18])[CH:12]=[CH2:13]. Given the product [CH2:11]([C:14]1[C:15]([Cl:24])=[C:16]([CH:19]=[C:20]([Br:23])[C:21]=1[S:22][CH2:9][CH:8]=[CH2:7])[C:17]#[N:18])[CH:12]=[CH2:13], predict the reactants needed to synthesize it. (2) Given the product [CH3:23][C:18]1[C:17]([C:5]2[CH:4]=[N:3][C:2]3[C:16]4[CH:15]=[CH:14][C:11]([CH:12]=[O:13])=[CH:10][C:9]=4[NH:8][C:7]=3[CH:6]=2)=[C:21]([CH3:22])[O:20][N:19]=1, predict the reactants needed to synthesize it. The reactants are: Cl[C:2]1[C:7]([NH:8][C:9]2[CH:10]=[C:11]([CH:14]=[CH:15][CH:16]=2)[CH:12]=[O:13])=[CH:6][C:5]([C:17]2[C:18]([CH3:23])=[N:19][O:20][C:21]=2[CH3:22])=[CH:4][N:3]=1.C([O-])(=O)C.[Na+]. (3) Given the product [CH3:1][C@H:2]1[CH2:7][C@@H:6]([O:8][C:9](=[O:14])[C@@:10]([CH2:24][CH3:25])([OH:13])[C:11]([CH3:30])=[CH2:12])[C@H:5]([C:15]([CH3:23])([C:17]2[CH:18]=[CH:19][CH:20]=[CH:21][CH:22]=2)[CH3:16])[CH2:4][CH2:3]1, predict the reactants needed to synthesize it. The reactants are: [CH3:1][C@H:2]1[CH2:7][C@@H:6]([O:8][C:9](=[O:14])[C:10](=[O:13])[CH2:11][CH3:12])[C@H:5]([C:15]([CH3:23])([C:17]2[CH:22]=[CH:21][CH:20]=[CH:19][CH:18]=2)[CH3:16])[CH2:4][CH2:3]1.[C:24]([Mg]Br)(C)=[CH2:25].O1CCC[CH2:30]1. (4) Given the product [F:26][C:15]([CH3:17])([CH3:16])[CH:14]([CH3:19])[O:13][C:11]1[CH:12]=[C:7]([O:6][CH2:1][C:2]#[C:3][CH2:4][CH3:5])[N:8]=[CH:9][N:10]=1, predict the reactants needed to synthesize it. The reactants are: [CH2:1]([O:6][C:7]1[CH:12]=[C:11]([O:13][CH:14]([CH3:19])[C:15](O)([CH3:17])[CH3:16])[N:10]=[CH:9][N:8]=1)[C:2]#[C:3][CH2:4][CH3:5].CCN(S(F)(F)[F:26])CC.O. (5) Given the product [CH3:14][NH:15][C:4](=[O:3])[C:5](=[O:6])[CH2:7][C:8]([NH:10][CH3:11])=[O:9], predict the reactants needed to synthesize it. The reactants are: CC1(C)[O:6]/[C:5](=[CH:7]\[C:8]([NH:10][CH3:11])=[O:9])/[C:4](=O)[O:3]1.[CH3:14][NH2:15]. (6) Given the product [CH2:28]([O:30][C:31](=[O:42])[C:6]1[CH:5]=[CH:10][CH:9]=[C:8]([CH2:11][C:12]2[O:16][N:15]=[C:14]([CH2:17][O:18][C:19]3[CH:20]=[CH:21][C:22]([O:25][CH3:26])=[CH:23][CH:24]=3)[N:13]=2)[CH:7]=1)[CH3:29], predict the reactants needed to synthesize it. The reactants are: C(OC(=O)[C:5]1[CH:10]=[CH:9][C:8]([CH2:11][C:12]2[O:16][N:15]=[C:14]([CH2:17][O:18][C:19]3[CH:24]=[CH:23][C:22]([O:25][CH3:26])=[CH:21][CH:20]=3)[N:13]=2)=[CH:7][CH:6]=1)C.[CH2:28]([O:30][C:31](=[O:42])C1C=CC=C(CC(O)=O)C=1)[CH3:29]. (7) Given the product [C:42]([O-:46])(=[O:45])[CH:43]=[CH2:44].[C:42]([O-:46])(=[O:45])[CH:43]=[CH2:44].[C:42]([O-:46])(=[O:45])[CH:43]=[CH2:44].[C:42]([O-:46])(=[O:45])[CH:43]=[CH2:44].[Zr+4:21], predict the reactants needed to synthesize it. The reactants are: C([O-])CCC.C([O-])CCC.C([O-])CCC.C([O-])CCC.[Zr+4:21].C(OCCOCCO)CCC.COC1C=CC(O)=CC=1.[C:42]([OH:46])(=[O:45])[CH:43]=[CH2:44].